From a dataset of Forward reaction prediction with 1.9M reactions from USPTO patents (1976-2016). Predict the product of the given reaction. (1) Given the reactants [C@H:1]1([OH:12])[CH:7]([OH:8])[C@@H:6]([OH:9])[C@H:5]([OH:10])[C:3](=[O:4])[C@@H:2]1[OH:11].C1N=C(N)C2N=CN([C@@H]3O[C@H](COP(OP(OC[C@H]4O[C@@H](N5C=C(C(N)=O)CC=C5)[C@H](O)[C@@H]4O)(O)=O)(O)=O)[C@@H](O)[C@H]3OP(O)(O)=O)C=2N=1.C(#N)C.[C@@H]1(O)[C@@H](O)[C@H](O)[C@@H](O)[C@H](O)[C@H]1O, predict the reaction product. The product is: [CH:3]1([OH:4])[CH:2]([OH:11])[CH:1]([OH:12])[CH:7]([OH:8])[CH:6]([OH:9])[CH:5]1[OH:10]. (2) Given the reactants [CH2:1]=[C:2]1[CH2:11][CH2:10][C:5]2([O:9][CH2:8][CH2:7][O:6]2)[CH2:4][CH2:3]1.Br[C:13]1[N:18]2[N:19]=[C:20]([NH:22][C:23]3[CH:28]=[CH:27][C:26]([C:29]([F:32])([F:31])[F:30])=[CH:25][CH:24]=3)[N:21]=[C:17]2[CH:16]=[CH:15][CH:14]=1.ClCCl.C(=O)([O-])[O-].[K+].[K+], predict the reaction product. The product is: [O:9]1[C:5]2([CH2:10][CH2:11][CH:2]([CH2:1][C:13]3[N:18]4[N:19]=[C:20]([NH:22][C:23]5[CH:28]=[CH:27][C:26]([C:29]([F:30])([F:31])[F:32])=[CH:25][CH:24]=5)[N:21]=[C:17]4[CH:16]=[CH:15][CH:14]=3)[CH2:3][CH2:4]2)[O:6][CH2:7][CH2:8]1. (3) The product is: [Br:1][C:11]1[C:12]2=[N:13][CH:14]=[CH:15][CH:16]=[C:17]2[NH:9][N:10]=1. Given the reactants [Br:1]N1C(=O)CCC1=O.[NH:9]1[C:17]2[C:12](=[N:13][CH:14]=[CH:15][CH:16]=2)[CH:11]=[N:10]1, predict the reaction product. (4) Given the reactants [NH2:1][N:2]1[C:10]2[C:6]([N:7]3[N:13]([CH3:14])[C:12](=[O:15])[N:11]([CH2:16][CH2:17][OH:18])[CH:8]3[N:9]=2)=[C:5]([C:19]2[O:20][CH:21]=[CH:22][CH:23]=2)[N:4]=[CH:3]1.[C:24]1([CH3:34])[CH:29]=[CH:28][C:27]([S:30](Cl)(=[O:32])=[O:31])=[CH:26][CH:25]=1.CCCCCC, predict the reaction product. The product is: [CH3:34][C:24]1[CH:29]=[CH:28][C:27]([S:30]([O:18][CH2:17][CH2:16][N:11]2[CH:8]3[N:9]=[C:10]4[C:6]([N:7]3[N:13]([CH3:14])[C:12]2=[O:15])=[C:5]([C:19]2[O:20][CH:21]=[CH:22][CH:23]=2)[N:4]=[CH:3][N:2]4[NH2:1])(=[O:32])=[O:31])=[CH:26][CH:25]=1. (5) Given the reactants CC1C=CC(S(O[CH2:12][CH:13]2[CH2:17][C:16]3[CH:18]=[CH:19][CH:20]=[C:21]([C:22]4[CH:27]=[CH:26][CH:25]=[C:24]([CH3:28])[CH:23]=4)[C:15]=3[O:14]2)(=O)=O)=CC=1.[N-:29]=[N+:30]=[N-:31].[Na+], predict the reaction product. The product is: [N:29]([CH2:12][CH:13]1[CH2:17][C:16]2[CH:18]=[CH:19][CH:20]=[C:21]([C:22]3[CH:27]=[CH:26][CH:25]=[C:24]([CH3:28])[CH:23]=3)[C:15]=2[O:14]1)=[N+:30]=[N-:31]. (6) The product is: [CH2:13]([C:10]1[O:9][C:8]([C:6]2[CH:7]=[C:2]([NH:1][CH3:27])[C:3]([N:15]3[CH2:16][CH2:17][CH:18]([C:21]([O:23][CH3:24])=[O:22])[CH2:19][CH2:20]3)=[N:4][CH:5]=2)=[N:12][CH:11]=1)[CH3:14]. Given the reactants [NH2:1][C:2]1[C:3]([N:15]2[CH2:20][CH2:19][CH:18]([C:21]([O:23][CH3:24])=[O:22])[CH2:17][CH2:16]2)=[N:4][CH:5]=[C:6]([C:8]2[O:9][C:10]([CH2:13][CH3:14])=[CH:11][N:12]=2)[CH:7]=1.IC.[C:27]([O-])([O-])=O.[Cs+].[Cs+], predict the reaction product. (7) The product is: [NH2:7][C:6]1[N:24]([CH2:25][CH:26]([OH:28])[CH3:27])[C:11]([C:12]2[CH:13]=[CH:14][CH:15]=[CH:16][CH:17]=2)=[N:1][C:2]=1[C:3]([NH2:5])=[O:4]. Given the reactants [NH2:1][CH:2]([C:6]#[N:7])[C:3]([NH2:5])=[O:4].CCO[C:11](OCC)(OCC)[C:12]1[CH:17]=[CH:16][CH:15]=[CH:14][CH:13]=1.[NH2:24][CH2:25][CH:26]([OH:28])[CH3:27], predict the reaction product.